From a dataset of Full USPTO retrosynthesis dataset with 1.9M reactions from patents (1976-2016). Predict the reactants needed to synthesize the given product. (1) Given the product [Cl:8][C:5]1[CH:6]=[CH:7][C:2]([NH:1][S:28]([C:25]2[CH:26]=[CH:27][C:22]([C:21]3[O:17][CH:18]=[N:19][CH:20]=3)=[CH:23][CH:24]=2)(=[O:29])=[O:30])=[C:3]([C:9]([C:11]2[CH:16]=[CH:15][N:14]=[CH:13][N:12]=2)=[O:10])[CH:4]=1, predict the reactants needed to synthesize it. The reactants are: [NH2:1][C:2]1[CH:7]=[CH:6][C:5]([Cl:8])=[CH:4][C:3]=1[C:9]([C:11]1[CH:16]=[CH:15][N:14]=[CH:13][N:12]=1)=[O:10].[O:17]1[C:21]([C:22]2[CH:27]=[CH:26][C:25]([S:28](Cl)(=[O:30])=[O:29])=[CH:24][CH:23]=2)=[CH:20][N:19]=[CH:18]1. (2) The reactants are: [CH3:1][O:2][C:3]1[C:32]([O:33][CH3:34])=[CH:31][C:6]2[NH:7][C:8]([C:10]3[C:14]([NH:15][C:16]([CH:18]4[O:23][CH2:22][CH2:21][N:20](C(OC(C)(C)C)=O)[CH2:19]4)=[O:17])=[CH:13][NH:12][N:11]=3)=[N:9][C:5]=2[CH:4]=1.C1(OC)C=CC=CC=1.[F:43][C:44]([F:49])([F:48])[C:45]([OH:47])=[O:46]. Given the product [F:43][C:44]([F:49])([F:48])[C:45]([OH:47])=[O:46].[CH3:34][O:33][C:32]1[C:3]([O:2][CH3:1])=[CH:4][C:5]2[NH:9][C:8]([C:10]3[C:14]([NH:15][C:16]([CH:18]4[O:23][CH2:22][CH2:21][NH:20][CH2:19]4)=[O:17])=[CH:13][NH:12][N:11]=3)=[N:7][C:6]=2[CH:31]=1, predict the reactants needed to synthesize it.